Dataset: Catalyst prediction with 721,799 reactions and 888 catalyst types from USPTO. Task: Predict which catalyst facilitates the given reaction. (1) Reactant: [F-].C([N+](CCCC)(CCCC)CCCC)CCC.O1CCCC1.[CH2:24]([C:28]1[C:33]([CH2:34][C:35]2[CH:40]=[CH:39][C:38]([C:41]3[CH:46]=[CH:45][CH:44]=[CH:43][C:42]=3[C:47]3[NH:51][C:50](=[O:52])[O:49][N:48]=3)=[CH:37][CH:36]=2)=[C:32]([O:53][CH2:54][CH2:55][O:56][Si](C(C)(C)C)(C)C)[N:31]=[C:30]([CH3:64])[N:29]=1)[CH2:25][CH2:26][CH3:27].O. Product: [CH2:24]([C:28]1[C:33]([CH2:34][C:35]2[CH:36]=[CH:37][C:38]([C:41]3[CH:46]=[CH:45][CH:44]=[CH:43][C:42]=3[C:47]3[NH:51][C:50](=[O:52])[O:49][N:48]=3)=[CH:39][CH:40]=2)=[C:32]([O:53][CH2:54][CH2:55][OH:56])[N:31]=[C:30]([CH3:64])[N:29]=1)[CH2:25][CH2:26][CH3:27]. The catalyst class is: 195. (2) Reactant: Cl[C:2]1[C:7]([CH:8]=[O:9])=[C:6]([N:10]2[CH2:23][CH2:22][N:13]3[C:14]4[CH2:15][CH2:16][CH2:17][CH2:18][C:19]=4[C:20]([F:21])=[C:12]3[C:11]2=[O:24])[N:5]=[CH:4][CH:3]=1.[CH3:25][N:26]1[CH:31]=[C:30](B2OC(C)(C)C(C)(C)O2)[CH:29]=[C:28]([NH:41][C:42]2[CH:47]=[CH:46][CH:45]=[CH:44][N:43]=2)[C:27]1=[O:48].C([O-])(=O)C.[Na+].[O-]P([O-])([O-])=O.[K+].[K+].[K+]. Product: [F:21][C:20]1[C:19]2[CH2:18][CH2:17][CH2:16][CH2:15][C:14]=2[N:13]2[CH2:22][CH2:23][N:10]([C:6]3[N:5]=[CH:4][CH:3]=[C:2]([C:30]4[CH:29]=[C:28]([NH:41][C:42]5[CH:47]=[CH:46][CH:45]=[CH:44][N:43]=5)[C:27](=[O:48])[N:26]([CH3:25])[CH:31]=4)[C:7]=3[CH:8]=[O:9])[C:11](=[O:24])[C:12]=12. The catalyst class is: 379. (3) Reactant: [CH2:1]([O:8][C:9]([N:11]1[CH2:14][CH:13]([C:15]([OH:17])=O)[CH2:12]1)=[O:10])[C:2]1[CH:7]=[CH:6][CH:5]=[CH:4][CH:3]=1.CCN(C(C)C)C(C)C.CN(C(ON1N=NC2C=CC=NC1=2)=[N+](C)C)C.F[P-](F)(F)(F)(F)F.[Si:51]([O:58][C@H:59]([C:76]1[CH:85]=[CH:84][C:83]([OH:86])=[C:82]2[C:77]=1[CH:78]=[CH:79][C:80](=[O:87])[NH:81]2)[CH2:60][N:61]([CH2:69][CH:70]1[CH2:75][CH2:74][NH:73][CH2:72][CH2:71]1)[C:62](=[O:68])[O:63][C:64]([CH3:67])([CH3:66])[CH3:65])([C:54]([CH3:57])([CH3:56])[CH3:55])([CH3:53])[CH3:52]. Product: [C:64]([O:63][C:62]([N:61]([CH2:69][CH:70]1[CH2:71][CH2:72][N:73]([C:15]([CH:13]2[CH2:12][N:11]([C:9]([O:8][CH2:1][C:2]3[CH:3]=[CH:4][CH:5]=[CH:6][CH:7]=3)=[O:10])[CH2:14]2)=[O:17])[CH2:74][CH2:75]1)[CH2:60][C@H:59]([O:58][Si:51]([C:54]([CH3:57])([CH3:55])[CH3:56])([CH3:52])[CH3:53])[C:76]1[CH:85]=[CH:84][C:83]([OH:86])=[C:82]2[C:77]=1[CH:78]=[CH:79][C:80](=[O:87])[NH:81]2)=[O:68])([CH3:65])([CH3:66])[CH3:67]. The catalyst class is: 39. (4) Product: [CH3:35][N:34]1[C:27]2[N:28]([C:29](=[O:31])[N:30]=[C:25]([O:3][CH2:4][C:5]3[CH:6]=[CH:7][C:8]([O:13][C:14]4[CH:15]=[N:16][C:17]([C:20]([F:23])([F:21])[F:22])=[CH:18][CH:19]=4)=[C:9]([CH:12]=3)[C:10]#[N:11])[CH:26]=2)[CH2:32][CH2:33]1. The catalyst class is: 1. Reactant: [H-].[Na+].[OH:3][CH2:4][C:5]1[CH:6]=[CH:7][C:8]([O:13][C:14]2[CH:15]=[N:16][C:17]([C:20]([F:23])([F:22])[F:21])=[CH:18][CH:19]=2)=[C:9]([CH:12]=1)[C:10]#[N:11].Cl[C:25]1[CH:26]=[C:27]2[N:34]([CH3:35])[CH2:33][CH2:32][N:28]2[C:29](=[O:31])[N:30]=1. (5) Reactant: [Cl:1][C:2]1[CH:7]=[CH:6][C:5]([N:8]2[CH:12]=[C:11]([CH2:13][C:14]([OH:16])=O)[N:10]=[C:9]2[C:17]2[CH:22]=[CH:21][CH:20]=[CH:19][C:18]=2[O:23][CH3:24])=[CH:4][CH:3]=1.Cl.CN(C)CCCN=C=NCC.[F:37][C:38]1[CH:45]=[CH:44][C:41]([NH:42][CH3:43])=[CH:40][CH:39]=1. Product: [Cl:1][C:2]1[CH:3]=[CH:4][C:5]([N:8]2[CH:12]=[C:11]([CH2:13][C:14]([N:42]([C:41]3[CH:44]=[CH:45][C:38]([F:37])=[CH:39][CH:40]=3)[CH3:43])=[O:16])[N:10]=[C:9]2[C:17]2[CH:22]=[CH:21][CH:20]=[CH:19][C:18]=2[O:23][CH3:24])=[CH:6][CH:7]=1. The catalyst class is: 17. (6) Reactant: C1COCC1.C([O:13][C:14]1[CH:47]=[CH:46][C:17]([C:18]([O:20][CH2:21][N:22]2[C:31]3[C:26](=[C:27]([F:36])[CH:28]=[CH:29][C:30]=3[O:32][CH2:33][CH2:34][CH3:35])[C:25](=[O:37])[C:24]([C:38]3[CH:43]=[CH:42][C:41]([O:44][CH3:45])=[CH:40][CH:39]=3)=[CH:23]2)=[O:19])=[CH:16][CH:15]=1)C1C=CC=CC=1.[H][H]. Product: [OH:13][C:14]1[CH:15]=[CH:16][C:17]([C:18]([O:20][CH2:21][N:22]2[C:31]3[C:26](=[C:27]([F:36])[CH:28]=[CH:29][C:30]=3[O:32][CH2:33][CH2:34][CH3:35])[C:25](=[O:37])[C:24]([C:38]3[CH:39]=[CH:40][C:41]([O:44][CH3:45])=[CH:42][CH:43]=3)=[CH:23]2)=[O:19])=[CH:46][CH:47]=1. The catalyst class is: 63. (7) Reactant: [CH:1]([O:4][C:5]([N:7]1[C:16]2[C:11](=[CH:12][CH:13]=[C:14]([CH3:17])[N:15]=2)[C:10](=[O:18])[C:9]([C:19]([O:21][CH2:22][CH3:23])=[O:20])=[CH:8]1)=[O:6])([CH3:3])[CH3:2].[CH2:24]([Mg]Br)[CH3:25].[Cl-].[NH4+]. Product: [CH:1]([O:4][C:5]([N:7]1[C:16]2[C:11](=[CH:12][CH:13]=[C:14]([CH3:17])[N:15]=2)[C:10](=[O:18])[CH:9]([C:19]([O:21][CH2:22][CH3:23])=[O:20])[CH:8]1[CH2:24][CH3:25])=[O:6])([CH3:2])[CH3:3]. The catalyst class is: 356. (8) Reactant: [NH2:1][C:2]1[CH:3]=[CH:4][C:5]([O:8][CH3:9])=[N:6][CH:7]=1.C(N(CC)CC)C.[F:17][C:18]1[CH:19]=[N:20][C:21]([O:27][C:28]2[CH:33]=[CH:32][CH:31]=[C:30]([S:34][CH3:35])[CH:29]=2)=[C:22]([CH:26]=1)[C:23](O)=[O:24].Cl.CN(C)CCCN=C=NCC.ON1C2C=CC=CC=2N=N1. Product: [F:17][C:18]1[CH:19]=[N:20][C:21]([O:27][C:28]2[CH:33]=[CH:32][CH:31]=[C:30]([S:34][CH3:35])[CH:29]=2)=[C:22]([CH:26]=1)[C:23]([NH:1][C:2]1[CH:7]=[N:6][C:5]([O:8][CH3:9])=[CH:4][CH:3]=1)=[O:24]. The catalyst class is: 9. (9) Reactant: [NH:1]([C:18]([O:20][CH2:21][C:22]1[CH:27]=[CH:26][CH:25]=[CH:24][CH:23]=1)=[O:19])[C@H:2]([C:15]([OH:17])=O)[CH2:3][CH2:4][CH2:5][CH2:6][NH:7][C:8]([O:10][C:11]([CH3:14])([CH3:13])[CH3:12])=[O:9].CN1CCOCC1.C(OC(Cl)=O)C(C)C.[NH2:43][C@H:44]([C:48]([O:50][CH3:51])=[O:49])[CH:45]([CH3:47])[CH3:46].Cl.N[C@H](C(OC)=O)C(C)C. Product: [NH:1]([C:18]([O:20][CH2:21][C:22]1[CH:27]=[CH:26][CH:25]=[CH:24][CH:23]=1)=[O:19])[C@H:2]([C:15]([NH:43][C@H:44]([C:48]([O:50][CH3:51])=[O:49])[CH:45]([CH3:47])[CH3:46])=[O:17])[CH2:3][CH2:4][CH2:5][CH2:6][NH:7][C:8]([O:10][C:11]([CH3:12])([CH3:13])[CH3:14])=[O:9]. The catalyst class is: 42. (10) Reactant: [CH3:1][O:2][N:3]=[C:4]([C:13]1[CH:14]=[N:15][C:16]([NH2:19])=[CH:17][CH:18]=1)[C:5]1[CH:10]=[CH:9][C:8]([O:11][CH3:12])=[CH:7][CH:6]=1.C(N(CC)CC)(C)C.[F:28][C:29]1[C:37]([F:38])=[CH:36][CH:35]=[CH:34][C:30]=1[C:31](Cl)=[O:32]. Product: [F:28][C:29]1[C:37]([F:38])=[CH:36][CH:35]=[CH:34][C:30]=1[C:31]([NH:19][C:16]1[CH:17]=[CH:18][C:13]([C:4](=[N:3][O:2][CH3:1])[C:5]2[CH:6]=[CH:7][C:8]([O:11][CH3:12])=[CH:9][CH:10]=2)=[CH:14][N:15]=1)=[O:32]. The catalyst class is: 2.